Dataset: Forward reaction prediction with 1.9M reactions from USPTO patents (1976-2016). Task: Predict the product of the given reaction. (1) Given the reactants [F:1][C:2]1[CH:8]=[CH:7][C:5]([NH2:6])=[CH:4][CH:3]=1.Cl.N([O-])=O.[Na+].[N-:14]=[N+:15]=[N-].[Na+], predict the reaction product. The product is: [N:6]([C:5]1[CH:7]=[CH:8][C:2]([F:1])=[CH:3][CH:4]=1)=[N+:14]=[N-:15]. (2) Given the reactants [CH:1]12[CH2:39][CH:4]([CH:5]([NH:7][C:8]3[N:13]=[C:12]([C:14]4[CH:19]=[CH:18][N:17]([C@@H:20]([C:30]5[CH:35]=[CH:34][C:33]([Cl:36])=[C:32]([F:37])[CH:31]=5)[CH2:21][O:22][Si](C(C)(C)C)(C)C)[C:16](=[O:38])[CH:15]=4)[CH:11]=[CH:10][N:9]=3)[CH2:6]1)[CH2:3][O:2]2.C([O-])([O-])=O.[Na+].[Na+], predict the reaction product. The product is: [CH:1]12[CH2:39][CH:4]([CH:5]([NH:7][C:8]3[N:13]=[C:12]([C:14]4[CH:19]=[CH:18][N:17]([C@@H:20]([C:30]5[CH:35]=[CH:34][C:33]([Cl:36])=[C:32]([F:37])[CH:31]=5)[CH2:21][OH:22])[C:16](=[O:38])[CH:15]=4)[CH:11]=[CH:10][N:9]=3)[CH2:6]1)[CH2:3][O:2]2. (3) Given the reactants [NH2:1][C:2]1[N:7]=[C:6]([C:8]([N:10]2[CH2:15][CH2:14][O:13][CH2:12][CH2:11]2)=O)[CH:5]=[C:4]([C:16]([CH3:19])([CH3:18])[CH3:17])[CH:3]=1.CO, predict the reaction product. The product is: [C:16]([C:4]1[CH:5]=[C:6]([CH2:8][N:10]2[CH2:15][CH2:14][O:13][CH2:12][CH2:11]2)[N:7]=[C:2]([NH2:1])[CH:3]=1)([CH3:19])([CH3:17])[CH3:18].